The task is: Predict the reaction yield, written as a fraction of the theoretical maximum amount of product (1.0 means a 100% yield; for example, 0.34 means a 34% yield).. This data is from Reaction yield outcomes from USPTO patents with 853,638 reactions. (1) The reactants are [CH3:1][O:2][CH2:3][CH2:4][O:5][C:6]1[CH:11]=[CH:10][C:9]([C@@H:12]2[O:16][C:15](=[O:17])[NH:14][C@H:13]2[C:18](OC)=[O:19])=[CH:8][CH:7]=1.[BH4-].[Na+].Cl. The catalyst is CCO. The product is [OH:19][CH2:18][C@H:13]1[C@H:12]([C:9]2[CH:8]=[CH:7][C:6]([O:5][CH2:4][CH2:3][O:2][CH3:1])=[CH:11][CH:10]=2)[O:16][C:15](=[O:17])[NH:14]1. The yield is 0.810. (2) The reactants are [Si:1]([O:18][CH2:19][CH2:20][NH:21][CH2:22]C)([C:14]([CH3:17])([CH3:16])[CH3:15])([C:8]1[CH:13]=[CH:12][CH:11]=[CH:10][CH:9]=1)[C:2]1[CH:7]=[CH:6][CH:5]=[CH:4][CH:3]=1.CNCCO. No catalyst specified. The product is [Si:1]([O:18][CH2:19][CH2:20][NH:21][CH3:22])([C:14]([CH3:16])([CH3:17])[CH3:15])([C:8]1[CH:9]=[CH:10][CH:11]=[CH:12][CH:13]=1)[C:2]1[CH:3]=[CH:4][CH:5]=[CH:6][CH:7]=1. The yield is 0.490.